This data is from Forward reaction prediction with 1.9M reactions from USPTO patents (1976-2016). The task is: Predict the product of the given reaction. (1) Given the reactants [H-].[CH2:2]([CH:5]1[O:9][C:8](=[O:10])[CH2:7][CH2:6]1)[CH2:3][CH3:4], predict the reaction product. The product is: [CH2:2]([CH:5]1[O:9][CH:8]([OH:10])[CH2:7][CH2:6]1)[CH2:3][CH3:4]. (2) Given the reactants [C:1]([O:5][C:6]([NH:8][CH2:9][C@H:10]1[CH2:15][CH2:14][C@H:13]([C:16]([NH:18][C@@H:19]([CH2:23][C:24]2[CH:29]=[CH:28][C:27]([C:30]3[CH:35]=[CH:34][C:33]([C:36](=[O:42])[NH:37][CH:38]4[CH2:41][CH2:40][CH2:39]4)=[CH:32][C:31]=3[CH3:43])=[CH:26][CH:25]=2)[C:20](O)=[O:21])=[O:17])[CH2:12][CH2:11]1)=[O:7])([CH3:4])([CH3:3])[CH3:2].[NH2:44][C:45]1[CH:53]=[C:52]2[C:48]([CH:49]=[C:50]([C:54]([O:56][CH2:57][CH3:58])=[O:55])[NH:51]2)=[CH:47][CH:46]=1.C(N(CC)C(C)C)(C)C.C(P1(=O)OP(=O)(CCC)OP(=O)(CCC)O1)CC, predict the reaction product. The product is: [C:1]([O:5][C:6]([NH:8][CH2:9][C@H:10]1[CH2:15][CH2:14][C@H:13]([C:16]([NH:18][C@@H:19]([CH2:23][C:24]2[CH:25]=[CH:26][C:27]([C:30]3[CH:35]=[CH:34][C:33]([C:36](=[O:42])[NH:37][CH:38]4[CH2:41][CH2:40][CH2:39]4)=[CH:32][C:31]=3[CH3:43])=[CH:28][CH:29]=2)[C:20]([NH:44][C:45]2[CH:53]=[C:52]3[C:48]([CH:49]=[C:50]([C:54]([O:56][CH2:57][CH3:58])=[O:55])[NH:51]3)=[CH:47][CH:46]=2)=[O:21])=[O:17])[CH2:12][CH2:11]1)=[O:7])([CH3:4])([CH3:3])[CH3:2]. (3) Given the reactants C[O:2][C:3]([C:7]1[CH:12]=[CH:11][N:10]=[C:9]([NH2:13])[N:8]=1)(OC)[CH3:4].Cl, predict the reaction product. The product is: [NH2:13][C:9]1[N:8]=[C:7]([C:3](=[O:2])[CH3:4])[CH:12]=[CH:11][N:10]=1. (4) Given the reactants F[C:2]1[CH:7]=[CH:6][C:5]([C:8]2[N:12]=[C:11]([C:13]3[CH:14]=[CH:15][C:16]([N:21]4[CH2:26][CH2:25][CH:24]([F:27])[CH2:23][CH2:22]4)=[C:17]([CH:20]=3)[C:18]#[N:19])[O:10][N:9]=2)=[CH:4][CH:3]=1.[NH2:28][C@@H:29]1[CH2:33][CH2:32][C@H:31]([C:34]([OH:36])=[O:35])[CH2:30]1.C(=O)([O-])[O-].[K+].[K+].CN(C=O)C, predict the reaction product. The product is: [C:18]([C:17]1[CH:20]=[C:13]([C:11]2[O:10][N:9]=[C:8]([C:5]3[CH:6]=[CH:7][C:2]([NH:28][C@@H:29]4[CH2:33][CH2:32][C@H:31]([C:34]([OH:36])=[O:35])[CH2:30]4)=[CH:3][CH:4]=3)[N:12]=2)[CH:14]=[CH:15][C:16]=1[N:21]1[CH2:22][CH2:23][CH:24]([F:27])[CH2:25][CH2:26]1)#[N:19]. (5) Given the reactants [NH:1]1[CH2:5][CH2:4][CH2:3][CH2:2]1.BrC1[CH:8]=[C:9]2[C:26](=CC=1)[O:25][C:12]1([CH2:17][CH2:16][N:15]([C:18]([O:20][C:21]([CH3:24])([CH3:23])[CH3:22])=[O:19])[CH2:14][CH2:13]1)[CH2:11][C:10]2=[O:29], predict the reaction product. The product is: [C:5]([C:4]1[CH:3]=[C:2]2[C:26](=[CH:9][CH:8]=1)[O:25][C:12]1([CH2:13][CH2:14][N:15]([C:18]([O:20][C:21]([CH3:23])([CH3:24])[CH3:22])=[O:19])[CH2:16][CH2:17]1)[CH2:11][C:10]2=[O:29])#[N:1]. (6) Given the reactants F[B-](F)(F)F.F[B-](F)(F)F.ClC[N+]12CC[N+]([F:21])(CC1)CC2.[C:22]1([CH:29]=[CH:28][CH:27]=[C:25]([OH:26])[CH:24]=1)[OH:23], predict the reaction product. The product is: [F:21][C:27]1[CH:28]=[CH:29][C:22]([OH:23])=[CH:24][C:25]=1[OH:26].